Dataset: Full USPTO retrosynthesis dataset with 1.9M reactions from patents (1976-2016). Task: Predict the reactants needed to synthesize the given product. (1) Given the product [F:1][C:2]1[C:7]([F:8])=[C:6]([F:9])[C:5]([F:10])=[C:4]([F:11])[C:3]=1[CH:12]=[CH:13][C:14]1[CH:15]=[C:16]([OH:25])[C:17]([CH2:22][CH2:23][CH3:24])=[C:18]([OH:20])[CH:19]=1, predict the reactants needed to synthesize it. The reactants are: [F:1][C:2]1[C:7]([F:8])=[C:6]([F:9])[C:5]([F:10])=[C:4]([F:11])[C:3]=1[CH:12]=[CH:13][C:14]1[CH:19]=[C:18]([O:20]C)[C:17]([CH2:22][CH2:23][CH3:24])=[C:16]([O:25]C)[CH:15]=1.Cl.N1C=CC=CC=1. (2) The reactants are: [CH2:1]([O:8][C:9]1[C:21](=[O:22])[N:13]2[CH2:14][CH:15]3[CH2:20][CH2:19][N:18]([C:12]2=[N:11][C:10]=1[C:23]([O:25]CC)=[O:24])[CH2:17][CH2:16]3)[C:2]1[CH:7]=[CH:6][CH:5]=[CH:4][CH:3]=1.O[Li].O.Cl. Given the product [CH2:1]([O:8][C:9]1[C:21](=[O:22])[N:13]2[CH2:14][CH:15]3[CH2:16][CH2:17][N:18]([C:12]2=[N:11][C:10]=1[C:23]([OH:25])=[O:24])[CH2:19][CH2:20]3)[C:2]1[CH:3]=[CH:4][CH:5]=[CH:6][CH:7]=1, predict the reactants needed to synthesize it. (3) Given the product [CH2:1]([O:3][C:4]1[CH:11]=[CH:10][C:7]([CH:8]=[CH:20][C:15]([O:17][CH2:18][CH3:19])=[O:16])=[CH:6][C:5]=1[N+:12]([O-:14])=[O:13])[CH3:2], predict the reactants needed to synthesize it. The reactants are: [CH2:1]([O:3][C:4]1[CH:11]=[CH:10][C:7]([CH:8]=O)=[CH:6][C:5]=1[N+:12]([O-:14])=[O:13])[CH3:2].[C:15]([CH:20]=P(C1C=CC=CC=1)(C1C=CC=CC=1)C1C=CC=CC=1)([O:17][CH2:18][CH3:19])=[O:16].O1CCCC1. (4) The reactants are: [CH2:1]([N:8]1[CH2:13][CH:12]([O:14][Si](C(C)(C)C)(C)C)[CH2:11][CH:10]([NH:22][C:23](=[O:29])[O:24][C:25]([CH3:28])([CH3:27])[CH3:26])[C:9]1=[O:30])[C:2]1[CH:7]=[CH:6][CH:5]=[CH:4][CH:3]=1.[F-].C([N+](CCCC)(CCCC)CCCC)CCC. Given the product [CH2:1]([N:8]1[CH2:13][CH:12]([OH:14])[CH2:11][CH:10]([NH:22][C:23](=[O:29])[O:24][C:25]([CH3:26])([CH3:27])[CH3:28])[C:9]1=[O:30])[C:2]1[CH:3]=[CH:4][CH:5]=[CH:6][CH:7]=1, predict the reactants needed to synthesize it. (5) Given the product [C:1]([C:3](=[C:5]1[CH2:10][CH2:9][N:8]([C:11]2[CH:16]=[CH:15][C:14]([N:17]3[CH2:21][C@H:20]([CH2:22][NH:23][C:28](=[O:29])[CH:27]([Cl:31])[Cl:26])[O:19][C:18]3=[O:24])=[CH:13][C:12]=2[F:25])[CH2:7][CH2:6]1)[CH3:4])#[N:2], predict the reactants needed to synthesize it. The reactants are: [C:1]([C:3](=[C:5]1[CH2:10][CH2:9][N:8]([C:11]2[CH:16]=[CH:15][C:14]([N:17]3[CH2:21][C@H:20]([CH2:22][NH2:23])[O:19][C:18]3=[O:24])=[CH:13][C:12]=2[F:25])[CH2:7][CH2:6]1)[CH3:4])#[N:2].[Cl:26][CH:27]([Cl:31])[C:28](O)=[O:29].